Dataset: Reaction yield outcomes from USPTO patents with 853,638 reactions. Task: Predict the reaction yield, written as a fraction of the theoretical maximum amount of product (1.0 means a 100% yield; for example, 0.34 means a 34% yield). (1) The reactants are C[N:2]1[C:9](=O)[CH2:8][C:6](=[O:7])N(C)C1=O.[NH2:12][C:13]1[CH:36]=[CH:35][C:16]([C:17]([NH:19][CH:20]([C:31]([CH3:34])([CH3:33])[CH3:32])[C:21]([N:23]2[CH2:27][CH2:26][CH2:25][CH:24]2[C:28](O)=[O:29])=[O:22])=[O:18])=[CH:15][C:14]=1[Cl:37].C(N(C(C)C)CC)(C)C.C(Cl)CCl.[CH3:51][CH2:52][O:53][C:54](C)=[O:55]. The catalyst is C(Cl)Cl.CN(C=O)C.C1C=CC([P]([Pd]([P](C2C=CC=CC=2)(C2C=CC=CC=2)C2C=CC=CC=2)([P](C2C=CC=CC=2)(C2C=CC=CC=2)C2C=CC=CC=2)[P](C2C=CC=CC=2)(C2C=CC=CC=2)C2C=CC=CC=2)(C2C=CC=CC=2)C2C=CC=CC=2)=CC=1. The product is [CH2:52]([O:53][CH:54]1[CH:9]([NH:2][C:28]([CH:24]2[CH2:25][CH2:26][CH2:27][N:23]2[C:21](=[O:22])[CH:20]([NH:19][C:17](=[O:18])[C:16]2[CH:35]=[CH:36][C:13]([NH2:12])=[C:14]([Cl:37])[CH:15]=2)[C:31]([CH3:32])([CH3:34])[CH3:33])=[O:29])[CH2:8][C:6](=[O:7])[O:55]1)[CH3:51]. The yield is 0.770. (2) The reactants are [N:1]1([C:7]2[C:8]3[CH:31]=[CH:30][N:29]([CH2:32][CH:33]=O)[C:9]=3[N:10]=[C:11]([C:13]3[CH:18]=[CH:17][C:16]([NH:19][C:20]([NH:22][C:23]4[CH:28]=[CH:27][N:26]=[CH:25][CH:24]=4)=[O:21])=[CH:15][CH:14]=3)[N:12]=2)[CH2:6][CH2:5][O:4][CH2:3][CH2:2]1.[CH3:35][NH2:36]. No catalyst specified. The product is [CH3:35][NH:36][CH2:33][CH2:32][N:29]1[C:9]2[N:10]=[C:11]([C:13]3[CH:18]=[CH:17][C:16]([NH:19][C:20]([NH:22][C:23]4[CH:28]=[CH:27][N:26]=[CH:25][CH:24]=4)=[O:21])=[CH:15][CH:14]=3)[N:12]=[C:7]([N:1]3[CH2:2][CH2:3][O:4][CH2:5][CH2:6]3)[C:8]=2[CH:31]=[CH:30]1. The yield is 0.490. (3) The reactants are [Si]([O:8][CH2:9][CH2:10][N:11]1[CH2:15][C@@H:14]2[CH2:16][N:17]([C:19]3[N:24]=[N:23][C:22]([C:25]4[CH:30]=[CH:29][C:28]([C:31]5[CH:32]=[N:33][NH:34][CH:35]=5)=[CH:27][C:26]=4[OH:36])=[CH:21][CH:20]=3)[CH2:18][C@@H:13]2[CH2:12]1)(C(C)(C)C)(C)C.Cl.N. The catalyst is O1CCOCC1.CO. The product is [OH:8][CH2:9][CH2:10][N:11]1[CH2:12][C@@H:13]2[CH2:18][N:17]([C:19]3[N:24]=[N:23][C:22]([C:25]4[CH:30]=[CH:29][C:28]([C:31]5[CH:35]=[N:34][NH:33][CH:32]=5)=[CH:27][C:26]=4[OH:36])=[CH:21][CH:20]=3)[CH2:16][C@@H:14]2[CH2:15]1. The yield is 0.410. (4) The reactants are Br[C:2]1[CH:3]=[C:4]2[N:10]=[CH:9][N:8]([CH2:11][C:12]3[CH:28]=[CH:27][C:15]4[N:16]=[C:17]([NH:19][C@@H:20]5[CH2:25][CH2:24][CH2:23][CH2:22][C@H:21]5[OH:26])[S:18][C:14]=4[CH:13]=3)[C:5]2=[N:6][CH:7]=1.C([Sn](CCCC)(CCCC)[C:34]([O:36]CC)=[CH2:35])CCC.Cl. The catalyst is CN(C=O)C.C1C=CC(/C=C/C(/C=C/C2C=CC=CC=2)=O)=CC=1.C1C=CC(/C=C/C(/C=C/C2C=CC=CC=2)=O)=CC=1.C1C=CC(/C=C/C(/C=C/C2C=CC=CC=2)=O)=CC=1.[Pd].[Pd]. The product is [OH:26][C@@H:21]1[CH2:22][CH2:23][CH2:24][CH2:25][C@H:20]1[NH:19][C:17]1[S:18][C:14]2[CH:13]=[C:12]([CH2:11][N:8]3[C:5]4=[N:6][CH:7]=[C:2]([C:34](=[O:36])[CH3:35])[CH:3]=[C:4]4[N:10]=[CH:9]3)[CH:28]=[CH:27][C:15]=2[N:16]=1. The yield is 0.170.